Dataset: Forward reaction prediction with 1.9M reactions from USPTO patents (1976-2016). Task: Predict the product of the given reaction. (1) Given the reactants [CH3:1][O:2][C:3]([C@@H:5]1[CH2:9][C@@H:8]([S:10]([C:13]2[CH:18]=[CH:17][CH:16]=[CH:15][C:14]=2[Cl:19])(=[O:12])=[O:11])[CH2:7][N:6]1[C:20](=S)[CH2:21][C:22](=O)[CH3:23])=[O:4].[Cl:26][C:27]1[CH:35]=[CH:34][C:30]([CH2:31][NH:32][NH2:33])=[CH:29][CH:28]=1, predict the reaction product. The product is: [CH3:1][O:2][C:3]([C@@H:5]1[CH2:9][C@@H:8]([S:10]([C:13]2[CH:18]=[CH:17][CH:16]=[CH:15][C:14]=2[Cl:19])(=[O:12])=[O:11])[CH2:7][N:6]1[C:20]1[N:32]([CH2:31][C:30]2[CH:34]=[CH:35][C:27]([Cl:26])=[CH:28][CH:29]=2)[N:33]=[C:22]([CH3:23])[CH:21]=1)=[O:4]. (2) Given the reactants [Cl:1][C:2]1[CH:7]=[C:6]([O:8][CH2:9][C:10]([F:13])([F:12])[F:11])[CH:5]=[CH:4][C:3]=1[CH3:14].[Br:15]N1C(=O)CCC1=O, predict the reaction product. The product is: [Br:15][CH2:14][C:3]1[CH:4]=[CH:5][C:6]([O:8][CH2:9][C:10]([F:11])([F:12])[F:13])=[CH:7][C:2]=1[Cl:1]. (3) Given the reactants Cl.Cl.Cl.[NH2:4][C@H:5]([C:10]1[N:11]=[C:12]([NH:15][C:16]2[CH:21]=[CH:20][C:19]([N:22]3[CH:26]=[C:25]([CH3:27])[N:24]=[CH:23]3)=[C:18]([O:28][CH3:29])[CH:17]=2)[S:13][CH:14]=1)[CH2:6][CH:7]([CH3:9])[CH3:8].[F:30][C:31]1[CH:38]=[CH:37][C:34]([CH:35]=O)=[CH:33][CH:32]=1.C(O)(=O)C.C(O[BH-](OC(=O)C)OC(=O)C)(=O)C.[Na+].[OH-].[Na+], predict the reaction product. The product is: [F:30][C:31]1[CH:38]=[CH:37][C:34]([CH2:35][NH:4][C@H:5]([C:10]2[N:11]=[C:12]([NH:15][C:16]3[CH:21]=[CH:20][C:19]([N:22]4[CH:26]=[C:25]([CH3:27])[N:24]=[CH:23]4)=[C:18]([O:28][CH3:29])[CH:17]=3)[S:13][CH:14]=2)[CH2:6][CH:7]([CH3:8])[CH3:9])=[CH:33][CH:32]=1.